From a dataset of Reaction yield outcomes from USPTO patents with 853,638 reactions. Predict the reaction yield, written as a fraction of the theoretical maximum amount of product (1.0 means a 100% yield; for example, 0.34 means a 34% yield). (1) The yield is 0.450. The reactants are [NH2:1][C:2]1[CH:3]=[C:4]([CH:17]=[CH:18][CH:19]=1)[O:5][C:6]1[C:15]2[N:14]=[CH:13][C:12](=[O:16])[NH:11][C:10]=2[N:9]=[CH:8][CH:7]=1.[C:20]([C:24]1[CH:25]=[C:26]([CH:30]=[CH:31][CH:32]=1)[C:27](Cl)=[O:28])([CH3:23])([CH3:22])[CH3:21]. The product is [C:20]([C:24]1[CH:25]=[C:26]([CH:30]=[CH:31][CH:32]=1)[C:27]([NH:1][C:2]1[CH:19]=[CH:18][CH:17]=[C:4]([O:5][C:6]2[C:15]3[N:14]=[CH:13][C:12](=[O:16])[NH:11][C:10]=3[N:9]=[CH:8][CH:7]=2)[CH:3]=1)=[O:28])([CH3:23])([CH3:21])[CH3:22]. No catalyst specified. (2) The reactants are Cl.FC1C=C(C=CC=1)CN1C=C(C2C3C(=NC=C(C4C=CC(C5CCNCC5)=CC=4)C=3)N(S(C3C=CC(C)=CC=3)(=O)=O)C=2)C=N1.[F:46][C:47]1[CH:48]=[C:49]([CH:91]=[C:92]([F:94])[CH:93]=1)[CH2:50][N:51]1[CH:55]=[C:54]([C:56]2[C:64]3[C:59](=[N:60][CH:61]=[C:62]([C:65]4[CH:66]=[CH:67][C:68]([N:71]5[CH2:76][CH2:75][N:74]([CH2:77][C@@H:78]([OH:80])[CH3:79])[CH2:73][CH2:72]5)=[N:69][CH:70]=4)[CH:63]=3)[N:58](S(C3C=CC(C)=CC=3)(=O)=O)[CH:57]=2)[CH:53]=[N:52]1.[OH-].[Li+]. The catalyst is C1COCC1.CO.O. The product is [F:46][C:47]1[CH:48]=[C:49]([CH:91]=[C:92]([F:94])[CH:93]=1)[CH2:50][N:51]1[CH:55]=[C:54]([C:56]2[C:64]3[C:59](=[N:60][CH:61]=[C:62]([C:65]4[CH:66]=[CH:67][C:68]([N:71]5[CH2:72][CH2:73][N:74]([CH2:77][C@@H:78]([OH:80])[CH3:79])[CH2:75][CH2:76]5)=[N:69][CH:70]=4)[CH:63]=3)[NH:58][CH:57]=2)[CH:53]=[N:52]1. The yield is 1.00. (3) The reactants are [CH2:1]([N:8]1[CH2:13][CH2:12][NH:11][CH2:10][CH2:9]1)[C:2]1[CH:7]=[CH:6][CH:5]=[CH:4][CH:3]=1.[CH:14]1([C:17](Cl)=[O:18])[CH2:16][CH2:15]1.C(N(C(C)C)CC)(C)C.CCOC(C)=O. The catalyst is ClCCCl. The product is [CH2:1]([N:8]1[CH2:13][CH2:12][N:11]([C:17]([CH:14]2[CH2:16][CH2:15]2)=[O:18])[CH2:10][CH2:9]1)[C:2]1[CH:3]=[CH:4][CH:5]=[CH:6][CH:7]=1. The yield is 0.990. (4) The reactants are Cl[C:2]([O:4][C:5]([CH3:7])=[CH2:6])=[O:3].[F:8][C:9]1[CH:15]=[C:14]([CH3:16])[C:13]([C:17]2[C:28]([CH3:29])=[N:27][C:20]3[N:21]=[C:22]([S:25][CH3:26])[N:23]=[CH:24][C:19]=3[CH:18]=2)=[CH:12][C:10]=1[NH2:11]. The catalyst is CCOC(C)=O.C([O-])(O)=O.[Na+]. The product is [F:8][C:9]1[CH:15]=[C:14]([CH3:16])[C:13]([C:17]2[C:28]([CH3:29])=[N:27][C:20]3[N:21]=[C:22]([S:25][CH3:26])[N:23]=[CH:24][C:19]=3[CH:18]=2)=[CH:12][C:10]=1[NH:11][C:2](=[O:3])[O:4][C:5]([CH3:7])=[CH2:6]. The yield is 0.990. (5) The reactants are Cl[C:2]1[CH:11]=[CH:10][C:9]2[C:8](=[O:12])[CH2:7][CH2:6][CH2:5][C:4]=2[N:3]=1.[O:13]=[C:14]1[CH2:22][C:21]2[C:16](=[CH:17][CH:18]=[C:19]([C:23]#[N:24])[CH:20]=2)[NH:15]1.C[Si]([N-][Si](C)(C)C)(C)C.[Na+]. The catalyst is O1CCCC1. The product is [OH:13][C:14]1[NH:15][C:16]2[C:21]([C:22]=1[C:2]1[CH:11]=[CH:10][C:9]3[C:8](=[O:12])[CH2:7][CH2:6][CH2:5][C:4]=3[N:3]=1)=[CH:20][C:19]([C:23]#[N:24])=[CH:18][CH:17]=2. The yield is 0.200. (6) The reactants are Br[C:2]([CH3:6])([CH3:5])[CH:3]=[O:4].[CH2:7]([N:9]1[CH2:14][CH2:13][NH:12][CH2:11][CH2:10]1)[CH3:8].Cl.[OH-].[K+]. The catalyst is C(Cl)Cl. The product is [CH2:7]([N:9]1[CH2:14][CH2:13][N:12]([C:2]([CH3:6])([CH3:5])[CH:3]=[O:4])[CH2:11][CH2:10]1)[CH3:8]. The yield is 0.900. (7) The reactants are [C:1]([C:4]1[C:9]([C:10]2[CH:15]=[CH:14][CH:13]=[CH:12][CH:11]=2)=[N:8][N:7]([CH2:16][CH3:17])[C:6](=[O:18])[C:5]=1[N+:19]([O-])=O)(=[O:3])[CH3:2].N[C:23]1[CH:27]=[CH:26][O:25][N:24]=1. The catalyst is C(O)C. The product is [C:1]([C:4]1[C:9]([C:10]2[CH:11]=[CH:12][CH:13]=[CH:14][CH:15]=2)=[N:8][N:7]([CH2:16][CH3:17])[C:6](=[O:18])[C:5]=1[NH:19][C:23]1[CH:27]=[CH:26][O:25][N:24]=1)(=[O:3])[CH3:2]. The yield is 0.637. (8) The reactants are CC(C)([O-])C.[K+].[CH3:7][C:8]1[CH:9]=[C:10]([OH:14])[CH:11]=[CH:12][CH:13]=1.[CH2:15]([O:17][C:18](=[O:23])[CH:19]=[C:20](Cl)[CH3:21])[CH3:16]. The catalyst is O1CCCC1. The product is [CH2:15]([O:17][C:18](=[O:23])/[CH:19]=[C:20](/[O:14][C:10]1[CH:9]=[C:8]([CH3:7])[CH:13]=[CH:12][CH:11]=1)\[CH3:21])[CH3:16]. The yield is 0.630.